The task is: Regression. Given a peptide amino acid sequence and an MHC pseudo amino acid sequence, predict their binding affinity value. This is MHC class II binding data.. This data is from Peptide-MHC class II binding affinity with 134,281 pairs from IEDB. (1) The peptide sequence is LRHFQKDAKVLFQNW. The MHC is DRB1_0404 with pseudo-sequence DRB1_0404. The binding affinity (normalized) is 0.334. (2) The peptide sequence is IASLFAAAGLAAAAP. The MHC is DRB1_1001 with pseudo-sequence DRB1_1001. The binding affinity (normalized) is 0.769. (3) The peptide sequence is HHHATMLDVDLRPAS. The MHC is DRB1_0301 with pseudo-sequence DRB1_0301. The binding affinity (normalized) is 0.648. (4) The peptide sequence is GMTGMLWETSLLDPE. The MHC is HLA-DQA10102-DQB10602 with pseudo-sequence HLA-DQA10102-DQB10602. The binding affinity (normalized) is 0.394. (5) The peptide sequence is SRVLNYDFNKLTALA. The MHC is DRB4_0101 with pseudo-sequence DRB4_0103. The binding affinity (normalized) is 0.470. (6) The peptide sequence is SPKARSERPAIVPPA. The MHC is DRB1_0405 with pseudo-sequence DRB1_0405. The binding affinity (normalized) is 0.0438. (7) The peptide sequence is KEDFLGSLVKEIPPRLLYAK. The MHC is DRB1_0405 with pseudo-sequence DRB1_0405. The binding affinity (normalized) is 0.568.